This data is from Peptide-MHC class II binding affinity with 134,281 pairs from IEDB. The task is: Regression. Given a peptide amino acid sequence and an MHC pseudo amino acid sequence, predict their binding affinity value. This is MHC class II binding data. (1) The peptide sequence is TSDAVDNFMRQIYFE. The MHC is DRB1_0101 with pseudo-sequence DRB1_0101. The binding affinity (normalized) is 0.201. (2) The peptide sequence is WGAIWRIDTPEVLKG. The MHC is DRB1_1201 with pseudo-sequence DRB1_1201. The binding affinity (normalized) is 0.509. (3) The peptide sequence is CSIVGWPAIRERMRRT. The MHC is DRB1_1302 with pseudo-sequence DRB1_1302. The binding affinity (normalized) is 0.0786. (4) The peptide sequence is VLLAFNCHERPYDLD. The MHC is HLA-DPA10301-DPB10402 with pseudo-sequence HLA-DPA10301-DPB10402. The binding affinity (normalized) is 0.375. (5) The peptide sequence is RGVQGFIFFFLFNIL. The MHC is H-2-IAb with pseudo-sequence H-2-IAb. The binding affinity (normalized) is 0. (6) The binding affinity (normalized) is 0.509. The MHC is DRB1_0901 with pseudo-sequence DRB1_0901. The peptide sequence is KKIEGVHGGTWVSATLE. (7) The peptide sequence is IIFSKNLNIKLNMPL. The MHC is HLA-DQA10101-DQB10501 with pseudo-sequence HLA-DQA10101-DQB10501. The binding affinity (normalized) is 0.272. (8) The peptide sequence is VIPEWCCRSCTMPPV. The MHC is DRB1_0404 with pseudo-sequence DRB1_0404. The binding affinity (normalized) is 0.411. (9) The peptide sequence is YEKVRSQLKNNAKEIGNGC. The MHC is DRB1_0401 with pseudo-sequence DRB1_0401. The binding affinity (normalized) is 0.